From a dataset of Reaction yield outcomes from USPTO patents with 853,638 reactions. Predict the reaction yield, written as a fraction of the theoretical maximum amount of product (1.0 means a 100% yield; for example, 0.34 means a 34% yield). The reactants are Cl.[CH3:2][S:3]([C:6]1[CH:7]=[C:8]([CH:10]=[CH:11][CH:12]=1)[NH2:9])(=[O:5])=[O:4].[CH:13]([N:16]([CH:19](C)C)[CH2:17]C)(C)C.C([N:30]=[C:31]=[S:32])(=O)C1C=CC=CC=1.C(=O)([O-])[O-].[K+].[K+]. The catalyst is C1COCC1.O. The product is [CH3:19][N:16]([CH:17]=[N:30][C:31]([NH:9][C:8]1[CH:10]=[CH:11][CH:12]=[C:6]([S:3]([CH3:2])(=[O:4])=[O:5])[CH:7]=1)=[S:32])[CH3:13]. The yield is 0.900.